This data is from M1 muscarinic receptor antagonist screen with 61,756 compounds. The task is: Binary Classification. Given a drug SMILES string, predict its activity (active/inactive) in a high-throughput screening assay against a specified biological target. (1) The drug is S(C1Cc2c(C1=O)cccc2)c1oc(nn1)c1ccncc1. The result is 0 (inactive). (2) The compound is O(c1c2c(n(c(=O)c1)C)cccc2)CC(=O)NCc1c(OC)ccc(OC)c1. The result is 0 (inactive). (3) The compound is O1C(CCC1)CNC(=O)CC(n1ccnc1)C(=O)N1CCc2c1cccc2. The result is 0 (inactive). (4) The compound is O1C(OC(=O)/C(=C\NC(CC(C)C)C(O)=O)C1=O)(C)C. The result is 0 (inactive). (5) The compound is S(CC(=O)C12CC3CC(C2)CC(C1)C3)c1nc([nH]n1)N. The result is 0 (inactive). (6) The compound is ON1C(Nc2c(C1=O)cccc2)c1c(O)c(ccc1)CC=C. The result is 0 (inactive). (7) The compound is Clc1c2nc(sc2cc(Cl)c1)N1CCCCC1. The result is 0 (inactive). (8) The molecule is OC(c1c(OC)cccc1)C(=O)c1c(OC)cccc1. The result is 0 (inactive). (9) The compound is O(C(=O)N1CCN(CC1)C1=C(NCc2ncccc2)C(=O)C1=O)CC. The result is 0 (inactive).